From a dataset of Full USPTO retrosynthesis dataset with 1.9M reactions from patents (1976-2016). Predict the reactants needed to synthesize the given product. (1) Given the product [C:23]([O:27][C:28](=[O:43])[NH:29][C:30]1[CH:35]=[C:34]([O:36][CH3:37])[CH:33]=[CH:32][C:31]=1[CH2:38][C:39](=[O:42])[CH2:40][CH3:41])([CH3:25])([CH3:24])[CH3:26], predict the reactants needed to synthesize it. The reactants are: CC(OI1(OC(C)=O)(OC(C)=O)OC(=O)C2C=CC=CC1=2)=O.[C:23]([O:27][C:28](=[O:43])[NH:29][C:30]1[CH:35]=[C:34]([O:36][CH3:37])[CH:33]=[CH:32][C:31]=1[CH2:38][CH:39]([OH:42])[CH2:40][CH3:41])([CH3:26])([CH3:25])[CH3:24]. (2) The reactants are: [O:1]1[C:10]2[C:5](=[N:6][C:7]([NH2:11])=[CH:8][CH:9]=2)[O:4][CH2:3][CH2:2]1.C([O-])(O)=O.[Na+].[C:17](Cl)([O:19][CH2:20][C:21]1[CH:26]=[CH:25][CH:24]=[CH:23][CH:22]=1)=[O:18]. Given the product [CH2:20]([O:19][C:17](=[O:18])[NH:11][C:7]1[N:6]=[C:5]2[O:4][CH2:3][CH2:2][O:1][C:10]2=[CH:9][CH:8]=1)[C:21]1[CH:26]=[CH:25][CH:24]=[CH:23][CH:22]=1, predict the reactants needed to synthesize it. (3) Given the product [CH3:1][O:2][C:3]([C:5]1[CH:10]=[C:9]([Br:11])[C:8](=[O:12])[N:7]([CH2:13][CH:14]([CH2:17][CH3:18])[CH2:15][CH3:16])[C:6]=1[CH2:19][Br:20])=[O:4], predict the reactants needed to synthesize it. The reactants are: [CH3:1][O:2][C:3]([C:5]1[CH:10]=[C:9]([Br:11])[C:8](=[O:12])[N:7]([CH2:13][CH:14]([CH2:17][CH3:18])[CH2:15][CH3:16])[C:6]=1[CH3:19])=[O:4].[Br:20]N1C(=O)CCC1=O.C(OOC(=O)C1C=CC=CC=1)(=O)C1C=CC=CC=1.